From a dataset of Full USPTO retrosynthesis dataset with 1.9M reactions from patents (1976-2016). Predict the reactants needed to synthesize the given product. (1) Given the product [CH3:12][C:6]1[CH:7]=[CH:8][C:9]([CH3:11])=[CH:10][C:5]=1[C:13](=[O:17])[C:14]([OH:22])=[O:15], predict the reactants needed to synthesize it. The reactants are: II.[Mg].Br[C:5]1[CH:10]=[C:9]([CH3:11])[CH:8]=[CH:7][C:6]=1[CH3:12].[C:13](Cl)(=[O:17])[C:14](Cl)=[O:15].C1C[O:22]CC1. (2) Given the product [CH2:14]([N:21]1[CH:11]=[C:9]([CH2:7][CH2:5][CH2:3][C:2]([OH:8])=[O:1])[N:23]=[N:22]1)[C:15]1[CH:20]=[CH:19][CH:18]=[CH:17][CH:16]=1, predict the reactants needed to synthesize it. The reactants are: [O:1]=[C:2]1[O:8][C@H:7]([C@H:9]([CH2:11]O)O)[C:5]([O-])=[C:3]1O.[Na+].[CH2:14]([N:21]=[N+:22]=[N-:23])[C:15]1[CH:20]=[CH:19][CH:18]=[CH:17][CH:16]=1.C(O)(=O)CCCC#C.[Cl-].[Na+]. (3) Given the product [CH:1]1([C:7]2[C:15]3[CH:14]=[CH:13][C:12]([C:16]([O:18][CH3:19])=[O:17])=[CH:11][C:10]=3[N:9]3[CH2:41][C:36]([C:37]([O:39][CH3:40])=[O:38])=[CH:42][C:21]4[CH:22]=[C:23]([O:27][CH3:28])[CH:24]=[CH:25][C:26]=4[C:8]=23)[CH2:6][CH2:5][CH2:4][CH2:3][CH2:2]1, predict the reactants needed to synthesize it. The reactants are: [CH:1]1([C:7]2[C:15]3[C:10](=[CH:11][C:12]([C:16]([O:18][CH3:19])=[O:17])=[CH:13][CH:14]=3)[N:9]3C(O)[C:21]4[C:26]([C:8]=23)=[CH:25][CH:24]=[C:23]([O:27][CH3:28])[CH:22]=4)[CH2:6][CH2:5][CH2:4][CH2:3][CH2:2]1.COP([C:36](=[CH2:41])[C:37]([O:39][CH3:40])=[O:38])(OC)=O.[C:42](=O)([O-])[O-].[Cs+].[Cs+]. (4) The reactants are: [CH3:1][O:2][C:3]1[CH:8]=[C:7]([N+:9]([O-])=O)[CH:6]=[CH:5][C:4]=1[NH:12][C:13](=[O:19])[O:14][C:15]([CH3:18])([CH3:17])[CH3:16]. Given the product [NH2:9][C:7]1[CH:6]=[CH:5][C:4]([NH:12][C:13](=[O:19])[O:14][C:15]([CH3:16])([CH3:17])[CH3:18])=[C:3]([O:2][CH3:1])[CH:8]=1, predict the reactants needed to synthesize it. (5) Given the product [CH3:1][C:2]1[CH:3]=[C:4]([NH:5][C:13]2[CH:18]=[CH:17][C:16]([N+:19]([O-:21])=[O:20])=[CH:15][C:14]=2[S:22]([N:25]2[CH2:30][CH2:29][N:28]([C:31]([O:33][C:34]([CH3:37])([CH3:36])[CH3:35])=[O:32])[CH2:27][CH2:26]2)(=[O:24])=[O:23])[CH:6]=[C:7]([CH3:9])[CH:8]=1, predict the reactants needed to synthesize it. The reactants are: [CH3:1][C:2]1[CH:3]=[C:4]([CH:6]=[C:7]([CH3:9])[CH:8]=1)[NH2:5].[H-].[Na+].Cl[C:13]1[CH:18]=[CH:17][C:16]([N+:19]([O-:21])=[O:20])=[CH:15][C:14]=1[S:22]([N:25]1[CH2:30][CH2:29][N:28]([C:31]([O:33][C:34]([CH3:37])([CH3:36])[CH3:35])=[O:32])[CH2:27][CH2:26]1)(=[O:24])=[O:23]. (6) Given the product [C:1]([C:5]1[N:10]=[C:9]([NH:11][C:13]2[CH:18]=[C:17]([Cl:19])[N:16]=[N:15][C:14]=2[C:20]([O:22][CH2:23][CH3:24])=[O:21])[CH:8]=[CH:7][N:6]=1)([CH3:4])([CH3:2])[CH3:3], predict the reactants needed to synthesize it. The reactants are: [C:1]([C:5]1[N:10]=[C:9]([NH2:11])[CH:8]=[CH:7][N:6]=1)([CH3:4])([CH3:3])[CH3:2].Cl[C:13]1[CH:18]=[C:17]([Cl:19])[N:16]=[N:15][C:14]=1[C:20]([O:22][CH2:23][CH3:24])=[O:21]. (7) Given the product [Cl:18][C:19]1[CH:24]=[CH:23][CH:22]=[CH:21][C:20]=1[O:25][C:2]1[CH:7]=[C:6]([O:8][CH2:9][C:10]#[CH:11])[N:5]=[CH:4][N:3]=1, predict the reactants needed to synthesize it. The reactants are: Cl[C:2]1[CH:7]=[C:6]([O:8][CH2:9][C:10]#[CH:11])[N:5]=[CH:4][N:3]=1.C(=O)([O-])[O-].[K+].[K+].[Cl:18][C:19]1[CH:24]=[CH:23][CH:22]=[CH:21][C:20]=1[OH:25].[Cl-].[NH4+].